Task: Predict the reactants needed to synthesize the given product.. Dataset: Full USPTO retrosynthesis dataset with 1.9M reactions from patents (1976-2016) (1) Given the product [Cl:1][C:2]1[C:20]([C:21]([F:24])([F:22])[F:23])=[CH:19][CH:18]=[CH:17][C:3]=1[CH2:4][NH:5][CH2:6][CH:7]([C:9]1[CH:14]=[CH:13][CH:12]=[CH:11][C:10]=1[Cl:15])[CH3:8], predict the reactants needed to synthesize it. The reactants are: [Cl:1][C:2]1[C:20]([C:21]([F:24])([F:23])[F:22])=[CH:19][CH:18]=[CH:17][C:3]=1[CH2:4][NH:5][C:6](=O)[CH:7]([C:9]1[CH:14]=[CH:13][CH:12]=[CH:11][C:10]=1[Cl:15])[CH3:8].[H-].C([Al+]CC(C)C)C(C)C.[C@H](O)(C([O-])=O)[C@@H](O)C([O-])=O.[Na+].[K+]. (2) Given the product [Si:11]([O:18][C@@H:19]1[CH2:20][CH2:21][C@H:22]([CH:25]=[O:26])[CH2:23][CH2:24]1)([C:14]([CH3:17])([CH3:16])[CH3:15])([CH3:13])[CH3:12], predict the reactants needed to synthesize it. The reactants are: C(Cl)(=O)C(Cl)=O.CS(C)=O.[Si:11]([O:18][C@@H:19]1[CH2:24][CH2:23][C@H:22]([CH2:25][OH:26])[CH2:21][CH2:20]1)([C:14]([CH3:17])([CH3:16])[CH3:15])([CH3:13])[CH3:12].C(N(CC)CC)C.C(=O)(O)[O-].[Na+].